From a dataset of Reaction yield outcomes from USPTO patents with 853,638 reactions. Predict the reaction yield, written as a fraction of the theoretical maximum amount of product (1.0 means a 100% yield; for example, 0.34 means a 34% yield). (1) The product is [NH2:5][C:6]1[S:7][C:8]([CH3:16])=[C:9]([C:11]([NH:3][CH2:1][CH3:2])=[O:13])[N:10]=1. The yield is 0.380. The reactants are [CH2:1]([NH2:3])[CH3:2].Br.[NH2:5][C:6]1[S:7][C:8]([CH3:16])=[C:9]([C:11]([O:13]CC)=O)[N:10]=1. The catalyst is C(O)C. (2) The reactants are [C:1]([C:3]1[CH:4]=[C:5]([CH:31]([CH3:33])[CH3:32])[C:6]2[O:10][C:9]([C:11]3[CH:29]=[CH:28][C:14]([C:15]([NH:17][CH2:18][C@H:19]4[CH2:24][CH2:23][C@H:22]([CH2:25][CH2:26][OH:27])[CH2:21][CH2:20]4)=[O:16])=[CH:13][CH:12]=3)=[N:8][C:7]=2[CH:30]=1)#[N:2].N(C(N1CCCCC1)=O)=NC(N1CCCCC1)=O.C(P(CCCC)CCCC)CCC.[CH3:65][C:66](O)([C:71]([F:74])([F:73])[F:72])[C:67]([F:70])([F:69])[F:68]. The catalyst is C1(C)C=CC=CC=1.O1CCCC1. The product is [C:1]([C:3]1[CH:4]=[C:5]([CH:31]([CH3:33])[CH3:32])[C:6]2[O:10][C:9]([C:11]3[CH:29]=[CH:28][C:14]([C:15]([NH:17][CH2:18][C@H:19]4[CH2:20][CH2:21][C@H:22]([CH2:25][CH2:26][O:27][C:66]([CH3:65])([C:71]([F:74])([F:73])[F:72])[C:67]([F:70])([F:69])[F:68])[CH2:23][CH2:24]4)=[O:16])=[CH:13][CH:12]=3)=[N:8][C:7]=2[CH:30]=1)#[N:2]. The yield is 0.127. (3) The reactants are C[S:2]([C:5]1[CH:6]=[CH:7][C:8]([N:14]2[CH2:18][CH2:17][CH2:16][CH2:15]2)=[C:9]([CH:13]=1)[C:10]([OH:12])=[O:11])(=[O:4])=[O:3].ClC1C=CC(S(=O)(=O)[NH2:30])=CC=1C(O)=O.N1CCCC1. No catalyst specified. The product is [N:14]1([C:8]2[CH:7]=[CH:6][C:5]([S:2](=[O:4])(=[O:3])[NH2:30])=[CH:13][C:9]=2[C:10]([OH:12])=[O:11])[CH2:18][CH2:17][CH2:16][CH2:15]1. The yield is 0.190. (4) The product is [Br:13][C:14]1[CH:20]=[CH:19][C:17]([NH:18][C:2]2[C:10]([F:11])=[C:9]([F:12])[CH:8]=[CH:7][C:3]=2[C:4]([OH:6])=[O:5])=[C:16]([Cl:21])[CH:15]=1. The reactants are F[C:2]1[C:10]([F:11])=[C:9]([F:12])[CH:8]=[CH:7][C:3]=1[C:4]([OH:6])=[O:5].[Br:13][C:14]1[CH:20]=[CH:19][C:17]([NH2:18])=[C:16]([Cl:21])[CH:15]=1.[NH2-].[Li+].Cl. The yield is 0.940. The catalyst is C(#N)C. (5) The reactants are [N+:1]([C:4]1[CH:9]=[C:8]([N:10]2[CH2:14][CH2:13][CH2:12][CH2:11]2)[CH:7]=[CH:6][C:5]=1[NH:15][C:16](=[O:22])[O:17][C:18]([CH3:21])([CH3:20])[CH3:19])([O-])=O. The catalyst is CO.[Pd]. The product is [NH2:1][C:4]1[CH:9]=[C:8]([N:10]2[CH2:14][CH2:13][CH2:12][CH2:11]2)[CH:7]=[CH:6][C:5]=1[NH:15][C:16](=[O:22])[O:17][C:18]([CH3:20])([CH3:19])[CH3:21]. The yield is 0.900. (6) The reactants are [C:1]1([C:7]2[NH:8][CH:9]=[CH:10][N:11]=2)[CH:6]=[CH:5][CH:4]=[CH:3][CH:2]=1.[H-].[Na+].[Cl:14][C:15]1[N:20]=[C:19](Cl)[CH:18]=[CH:17][N:16]=1. The catalyst is C1COCC1. The product is [Cl:14][C:15]1[N:20]=[C:19]([N:11]2[CH:10]=[CH:9][N:8]=[C:7]2[C:1]2[CH:2]=[CH:3][CH:4]=[CH:5][CH:6]=2)[CH:18]=[CH:17][N:16]=1. The yield is 0.500.